From a dataset of Forward reaction prediction with 1.9M reactions from USPTO patents (1976-2016). Predict the product of the given reaction. (1) Given the reactants [N:1]([CH2:4][C:5]1[CH:14]=[CH:13][C:8]([C:9]([O:11][CH3:12])=[O:10])=[C:7]([Cl:15])[CH:6]=1)=[N+]=[N-].[CH3:16][C:17]([O:20][C:21](O[C:21]([O:20][C:17]([CH3:19])([CH3:18])[CH3:16])=[O:22])=[O:22])([CH3:19])[CH3:18], predict the reaction product. The product is: [C:17]([O:20][C:21]([NH:1][CH2:4][C:5]1[CH:14]=[CH:13][C:8]([C:9]([O:11][CH3:12])=[O:10])=[C:7]([Cl:15])[CH:6]=1)=[O:22])([CH3:19])([CH3:18])[CH3:16]. (2) Given the reactants [Cl:1][C:2]1[CH:3]=[N:4][C:5]2[N:6]([N:8]=[C:9]([C:11]([OH:13])=O)[CH:10]=2)[CH:7]=1.[CH3:14][O:15][C:16]1[CH:25]=[CH:24][CH:23]=[C:22]2[C:17]=1[CH2:18][CH2:19][NH:20][N:21]2[CH3:26], predict the reaction product. The product is: [Cl:1][C:2]1[CH:3]=[N:4][C:5]2[N:6]([N:8]=[C:9]([C:11]([N:20]3[CH2:19][CH2:18][C:17]4[C:22](=[CH:23][CH:24]=[CH:25][C:16]=4[O:15][CH3:14])[N:21]3[CH3:26])=[O:13])[CH:10]=2)[CH:7]=1. (3) Given the reactants C[O:2][C:3]([C:5]1[CH:10]=[CH:9][C:8]([CH:11]2[CH2:13][CH2:12]2)=[C:7]([C:14]2[CH:19]=[CH:18][CH:17]=[C:16]([Cl:20])[CH:15]=2)[N:6]=1)=[O:4].[OH-].[Na+].Cl, predict the reaction product. The product is: [Cl:20][C:16]1[CH:15]=[C:14]([C:7]2[N:6]=[C:5]([C:3]([OH:4])=[O:2])[CH:10]=[CH:9][C:8]=2[CH:11]2[CH2:12][CH2:13]2)[CH:19]=[CH:18][CH:17]=1. (4) Given the reactants C[C:2]([CH3:16])([CH2:12][N+:13]([O-:15])=[O:14])[CH2:3][C:4]([C:6]1[CH:7]=[N:8][CH:9]=[CH:10][CH:11]=1)=[O:5].[BH4-].[Na+].[CH3:19]O, predict the reaction product. The product is: [CH3:16][CH:2]([CH2:12][N+:13]([O-:15])=[O:14])[CH2:3][C:4]([C:6]1[CH:7]=[N:8][CH:9]=[CH:10][CH:11]=1)([OH:5])[CH3:19]. (5) Given the reactants [CH3:1][O:2][C:3]1[CH:4]=[C:5]([CH:7]=[CH:8][C:9]=1[N:10]1[CH2:15][CH2:14][CH:13]([N:16]2[CH2:21][CH2:20][O:19][CH2:18][CH2:17]2)[CH2:12][CH2:11]1)[NH2:6].C(=O)([O-])[O-].[K+].[K+].[Cl:28][C:29]1[N:34]=[C:33](Cl)[N:32]=[CH:31][N:30]=1, predict the reaction product. The product is: [Cl:28][C:29]1[N:34]=[CH:33][N:32]=[C:31]([NH:6][C:5]2[CH:7]=[CH:8][C:9]([N:10]3[CH2:11][CH2:12][CH:13]([N:16]4[CH2:17][CH2:18][O:19][CH2:20][CH2:21]4)[CH2:14][CH2:15]3)=[C:3]([O:2][CH3:1])[CH:4]=2)[N:30]=1.